Task: Predict the product of the given reaction.. Dataset: Forward reaction prediction with 1.9M reactions from USPTO patents (1976-2016) (1) Given the reactants [CH3:1][C@@H:2]1[CH2:7][NH:6][CH2:5][CH2:4][NH:3]1.C(=O)([O-])[O-].[K+].[K+].Cl[C:15]1[N:20]=[C:19]([CH3:21])[C:18]([N+:22]([O-:24])=[O:23])=[CH:17][CH:16]=1, predict the reaction product. The product is: [CH3:1][C@@H:2]1[CH2:7][N:6]([C:15]2[CH:16]=[CH:17][C:18]([N+:22]([O-:24])=[O:23])=[C:19]([CH3:21])[N:20]=2)[CH2:5][CH2:4][NH:3]1. (2) Given the reactants [Cl:1][C:2]1[CH:7]=[CH:6][C:5](I)=[CH:4][CH:3]=1.[CH3:9][O:10][C:11]1[CH:34]=[CH:33][C:14]([CH2:15][N:16]([C:27]2[CH:32]=[CH:31][CH:30]=[CH:29][CH:28]=2)[C:17](=[O:26])[C:18]#[C:19][C:20]2[CH:25]=[CH:24][CH:23]=[CH:22][CH:21]=2)=[CH:13][CH:12]=1, predict the reaction product. The product is: [Cl:1][C:2]1[CH:7]=[CH:6][C:5](/[C:19](=[C:18]2/[C:17](=[O:26])[N:16]([CH2:15][C:14]3[CH:13]=[CH:12][C:11]([O:10][CH3:9])=[CH:34][CH:33]=3)[C:27]3[C:32]/2=[CH:31][CH:30]=[CH:29][CH:28]=3)/[C:20]2[CH:25]=[CH:24][CH:23]=[CH:22][CH:21]=2)=[CH:4][CH:3]=1. (3) Given the reactants Br[C:2]1[CH:3]=[C:4]([CH:21]=[C:22]([F:24])[CH:23]=1)[CH2:5][CH2:6][C:7]1[CH:12]=[C:11]([CH3:13])[CH:10]=[C:9]([N:14]2[C:18]([CH3:19])=[CH:17][CH:16]=[C:15]2[CH3:20])[N:8]=1.[C:25]([N:32]1[CH2:37][CH2:36][CH:35]([NH2:38])[CH2:34][CH2:33]1)([O:27][C:28]([CH3:31])([CH3:30])[CH3:29])=[O:26], predict the reaction product. The product is: [CH3:20][C:15]1[N:14]([C:9]2[N:8]=[C:7]([CH2:6][CH2:5][C:4]3[CH:3]=[C:2]([NH:38][CH:35]4[CH2:34][CH2:33][N:32]([C:25]([O:27][C:28]([CH3:31])([CH3:30])[CH3:29])=[O:26])[CH2:37][CH2:36]4)[CH:23]=[C:22]([F:24])[CH:21]=3)[CH:12]=[C:11]([CH3:13])[CH:10]=2)[C:18]([CH3:19])=[CH:17][CH:16]=1. (4) Given the reactants [NH2:1]/[C:2](/[C:7]#[N:8])=[C:3](\[NH2:6])/[C:4]#[N:5].CO[C:11](OC)(OC)[CH2:12][C:13]#[N:14], predict the reaction product. The product is: [C:13]([CH2:12][C:11]1[NH:1][C:2]([C:7]#[N:8])=[C:3]([C:4]#[N:5])[N:6]=1)#[N:14]. (5) Given the reactants C[O:2][C:3]([C:5]1[C:6]([C:13]2[C:18]([Cl:19])=[CH:17][CH:16]=[CH:15][C:14]=2[Cl:20])=[N:7][O:8][C:9]=1[CH:10]1[CH2:12][CH2:11]1)=O.[H-].C([Al+]CC(C)C)C(C)C.Cl, predict the reaction product. The product is: [CH:10]1([C:9]2[O:8][N:7]=[C:6]([C:13]3[C:14]([Cl:20])=[CH:15][CH:16]=[CH:17][C:18]=3[Cl:19])[C:5]=2[CH2:3][OH:2])[CH2:12][CH2:11]1. (6) Given the reactants Cl[C:2]1[CH:7]=[C:6]([C:8]([F:11])([F:10])[F:9])[N:5]=[C:4]([C:12]2[CH:17]=[CH:16][CH:15]=[C:14]([Cl:18])[CH:13]=2)[N:3]=1.CC1(C)C(C)(C)OB([CH2:27][C:28]2[CH:33]=[CH:32][C:31]([CH2:34][C:35]([O:37][CH3:38])=[O:36])=[CH:30][CH:29]=2)O1.C([O-])([O-])=O.[Na+].[Na+].O1CCOCC1, predict the reaction product. The product is: [Cl:18][C:14]1[CH:13]=[C:12]([C:4]2[N:3]=[C:2]([CH2:27][C:28]3[CH:29]=[CH:30][C:31]([CH2:34][C:35]([O:37][CH3:38])=[O:36])=[CH:32][CH:33]=3)[CH:7]=[C:6]([C:8]([F:11])([F:10])[F:9])[N:5]=2)[CH:17]=[CH:16][CH:15]=1. (7) Given the reactants Br[C:2]1[N:6]2[CH:7]=[CH:8][C:9]([C:11]3[S:12][CH:13]=[CH:14][N:15]=3)=[CH:10][C:5]2=[N:4][CH:3]=1.Cl.[NH2:17][C:18]1[CH:23]=[CH:22][C:21](B(O)O)=[CH:20][CH:19]=1, predict the reaction product. The product is: [S:12]1[CH:13]=[CH:14][N:15]=[C:11]1[C:9]1[CH:8]=[CH:7][N:6]2[C:2]([C:21]3[CH:22]=[CH:23][C:18]([NH2:17])=[CH:19][CH:20]=3)=[CH:3][N:4]=[C:5]2[CH:10]=1. (8) Given the reactants [CH:1]1([C:4]2[NH:8][N:7]=[C:6]([NH:9][C:10]3[CH:11]=[C:12]([NH:19][C@H:20]([C:22]4[CH:27]=[CH:26][C:25]([F:28])=[CH:24][CH:23]=4)[CH3:21])[CH:13]=[CH:14][C:15]=3[N+:16]([O-])=O)[CH:5]=2)[CH2:3][CH2:2]1.[Cl-].[NH4+].C([O-])(=O)C.[NH4+], predict the reaction product. The product is: [CH:1]1([C:4]2[NH:8][N:7]=[C:6]([NH:9][C:10]3[CH:11]=[C:12]([NH:19][C@H:20]([C:22]4[CH:23]=[CH:24][C:25]([F:28])=[CH:26][CH:27]=4)[CH3:21])[CH:13]=[CH:14][C:15]=3[NH2:16])[CH:5]=2)[CH2:3][CH2:2]1.